From a dataset of Peptide-MHC class I binding affinity with 185,985 pairs from IEDB/IMGT. Regression. Given a peptide amino acid sequence and an MHC pseudo amino acid sequence, predict their binding affinity value. This is MHC class I binding data. (1) The peptide sequence is RARKRGITL. The MHC is HLA-B48:01 with pseudo-sequence HLA-B48:01. The binding affinity (normalized) is 0.245. (2) The peptide sequence is LEWLAEVVKL. The MHC is HLA-B40:02 with pseudo-sequence HLA-B40:02. The binding affinity (normalized) is 0.0842. (3) The peptide sequence is LIFNVKSKLL. The MHC is HLA-A68:02 with pseudo-sequence HLA-A68:02. The binding affinity (normalized) is 0.0394. (4) The peptide sequence is FHHRIRCKL. The MHC is HLA-A24:03 with pseudo-sequence HLA-A24:03. The binding affinity (normalized) is 0.0847. (5) The peptide sequence is YQFKSVEF. The MHC is H-2-Kb with pseudo-sequence H-2-Kb. The binding affinity (normalized) is 0.247.